This data is from Catalyst prediction with 721,799 reactions and 888 catalyst types from USPTO. The task is: Predict which catalyst facilitates the given reaction. (1) Reactant: [CH3:1][C:2]1[O:3][C:4]([CH3:8])=[C:5]([CH3:7])[N:6]=1.[O:9]=[C:10]1[CH:14]=[CH:13][C:12](=[O:15])[N:11]1[C:16]1[CH:23]=[CH:22][C:19]([C:20]#[N:21])=[C:18]([C:24]([F:27])([F:26])[F:25])[CH:17]=1. Product: [CH3:1][C:2]12[O:3][C:4]([CH3:8])([CH:14]3[C:10](=[O:9])[N:11]([C:16]4[CH:23]=[CH:22][C:19]([C:20]#[N:21])=[C:18]([C:24]([F:25])([F:27])[F:26])[CH:17]=4)[C:12](=[O:15])[CH:13]31)[C:5]([CH3:7])=[N:6]2. The catalyst class is: 11. (2) Reactant: [CH3:1][O:2][C:3]1[CH:34]=[C:33]([O:35][CH3:36])[CH:32]=[CH:31][C:4]=1[CH2:5][N:6]([CH2:8][C:9]1[C:17]2[O:16][N:15]=[C:14]([CH2:18][CH2:19][CH:20]3[CH2:25][CH2:24][NH:23][CH2:22][CH2:21]3)[C:13]=2[CH:12]=[CH:11][C:10]=1[O:26][CH2:27][CH:28]1[CH2:30][CH2:29]1)[CH3:7].[Br:37][CH2:38][CH2:39][N:40]1[CH:44]=[CH:43][CH:42]=[N:41]1.C(N(CC)C(C)C)(C)C. Product: [Br:37][CH2:38][CH2:39][N:40]1[CH:44]=[CH:43][CH:42]=[N:41]1.[CH3:1][O:2][C:3]1[CH:34]=[C:33]([O:35][CH3:36])[CH:32]=[CH:31][C:4]=1[CH2:5][N:6]([CH2:8][C:9]1[C:17]2[O:16][N:15]=[C:14]([CH2:18][CH2:19][CH:20]3[CH2:21][CH2:22][N:23]([CH2:38][CH2:39][N:40]4[CH:44]=[CH:43][CH:42]=[N:41]4)[CH2:24][CH2:25]3)[C:13]=2[CH:12]=[CH:11][C:10]=1[O:26][CH2:27][CH:28]1[CH2:30][CH2:29]1)[CH3:7]. The catalyst class is: 10. (3) Reactant: FC(F)(F)S(O[C:7]1[CH2:12][CH2:11][CH:10]([C:13]([CH3:16])([CH3:15])[CH3:14])[CH2:9][CH:8]=1)(=O)=O.[CH3:19][O:20][C:21]([C:23]1[CH:28]=[CH:27][C:26](B(O)O)=[CH:25][CH:24]=1)=[O:22].[F-].[Cs+]. Product: [C:13]([CH:10]1[CH2:11][CH2:12][C:7]([C:26]2[CH:27]=[CH:28][C:23]([C:21]([O:20][CH3:19])=[O:22])=[CH:24][CH:25]=2)=[CH:8][CH2:9]1)([CH3:16])([CH3:15])[CH3:14]. The catalyst class is: 12. (4) Reactant: [C:1]1([C:7]2[N:11]=[C:10]([N:12]3[CH2:17][CH2:16][NH:15][CH2:14][CH2:13]3)[S:9][N:8]=2)[CH:6]=[CH:5][CH:4]=[CH:3][CH:2]=1.C(N(CC)CC)C.[CH3:25][O:26][C:27]1[CH:32]=[CH:31][C:30]([N:33]=[C:34]=[O:35])=[CH:29][CH:28]=1.CCCCCC. Product: [CH3:25][O:26][C:27]1[CH:32]=[CH:31][C:30]([NH:33][C:34]([N:15]2[CH2:16][CH2:17][N:12]([C:10]3[S:9][N:8]=[C:7]([C:1]4[CH:2]=[CH:3][CH:4]=[CH:5][CH:6]=4)[N:11]=3)[CH2:13][CH2:14]2)=[O:35])=[CH:29][CH:28]=1. The catalyst class is: 7. (5) Reactant: [CH:1]([NH:4][CH2:5][C:6]1[CH:11]=[C:10]([O:12][C:13]([F:16])([F:15])[F:14])[CH:9]=[CH:8][C:7]=1[O:17][CH3:18])([CH3:3])[CH3:2].[F:19][C:20]([F:47])([F:46])[C:21]1[CH:22]=[C:23]([CH:39]=[C:40]([C:42]([F:45])([F:44])[F:43])[CH:41]=1)[CH2:24][N:25]1[C:29]([C:30]2[CH:35]=[CH:34][N:33]=[CH:32][CH:31]=2)=[C:28]([C:36](O)=[O:37])[N:27]=[N:26]1.CCN=C=NCCCN(C)C.C1C=NC2N(O)N=NC=2C=1.CCN(C(C)C)C(C)C. Product: [CH:1]([N:4]([CH2:5][C:6]1[CH:11]=[C:10]([O:12][C:13]([F:15])([F:16])[F:14])[CH:9]=[CH:8][C:7]=1[O:17][CH3:18])[C:36]([C:28]1[N:27]=[N:26][N:25]([CH2:24][C:23]2[CH:22]=[C:21]([C:20]([F:46])([F:47])[F:19])[CH:41]=[C:40]([C:42]([F:44])([F:43])[F:45])[CH:39]=2)[C:29]=1[C:30]1[CH:31]=[CH:32][N:33]=[CH:34][CH:35]=1)=[O:37])([CH3:3])[CH3:2]. The catalyst class is: 3. (6) Reactant: CC([N:5]([CH:9]1[CH2:14][CH2:13][N:12]([C@H:15]2[CH2:20][CH2:19][C@H:18]([O:21][CH2:22][CH2:23][CH3:24])[CH2:17][CH2:16]2)[CH2:11][CH2:10]1)C(=O)[O-])(C)C.[ClH:25]. Product: [ClH:25].[ClH:25].[CH2:22]([O:21][C@H:18]1[CH2:17][CH2:16][C@H:15]([N:12]2[CH2:11][CH2:10][CH:9]([NH2:5])[CH2:14][CH2:13]2)[CH2:20][CH2:19]1)[CH2:23][CH3:24]. The catalyst class is: 27.